From a dataset of Forward reaction prediction with 1.9M reactions from USPTO patents (1976-2016). Predict the product of the given reaction. (1) The product is: [Cl:1][C:2]1[CH:7]=[CH:6][C:5]([C@@H:8]2[CH2:13][CH2:12][N:11]([C:41]([O:43][C:44]([CH3:45])([CH3:46])[CH3:47])=[O:42])[CH2:10][C@H:9]2[C:15]([O:17][CH3:18])=[O:16])=[CH:4][CH:3]=1. Given the reactants [Cl:1][C:2]1[CH:7]=[CH:6][C:5]([C@@H:8]2[CH2:13][CH2:12][N:11](C)[CH2:10][C@H:9]2[C:15]([O:17][CH3:18])=[O:16])=[CH:4][CH:3]=1.ClC(OC(Cl)C)=O.C(N(CC)CC)C.[C:41](O[C:41]([O:43][C:44]([CH3:47])([CH3:46])[CH3:45])=[O:42])([O:43][C:44]([CH3:47])([CH3:46])[CH3:45])=[O:42], predict the reaction product. (2) Given the reactants C(OC(NCCOC1C=[C:14]([C@H:18]([O:31][C:32]([C@@H:34]2[CH2:39][CH2:38][CH2:37][CH2:36][N:35]2[C:40](=[O:48])[C:41](=[O:47])[C:42]([CH3:46])([CH3:45])[CH2:43][CH3:44])=[O:33])CCC2C=CC(OC)=C(OC)C=2)C=CC=1)=O)(C)(C)C.Cl.O1CCOCC1, predict the reaction product. The product is: [O:48]=[C:40]([N:35]1[CH2:36][CH2:37][CH2:38][CH2:39][C@H:34]1[C:32]([O:31][CH2:18][CH3:14])=[O:33])[C:41](=[O:47])[C:42]([CH3:45])([CH3:46])[CH2:43][CH3:44]. (3) Given the reactants F[C:2]1[CH:18]=[CH:17][C:5]([C:6]([NH:8][CH2:9][CH2:10][N:11]2[CH2:16][CH2:15][O:14][CH2:13][CH2:12]2)=[O:7])=[CH:4][C:3]=1[N+:19]([O-])=O.C(Cl)(=O)C([Cl:25])=O.F[C:29]1[CH:37]=[CH:36][C:32]([C:33](O)=O)=[CH:31][C:30]=1[N+]([O-])=O.[N:41]1([CH2:47][CH2:48][NH2:49])[CH2:46][CH2:45][O:44][CH2:43]C1.C[N:51]([CH:53]=O)C, predict the reaction product. The product is: [Cl:25][C:29]1[CH:37]=[CH:36][C:32]([C:33]2[NH:51][CH:53]=[C:48]([C:47]3[N:41]([CH2:46][CH2:45][O:44][CH3:43])[C:2]4[CH:18]=[CH:17][C:5]([C:6]([NH:8][CH2:9][CH2:10][N:11]5[CH2:16][CH2:15][O:14][CH2:13][CH2:12]5)=[O:7])=[CH:4][C:3]=4[N:19]=3)[N:49]=2)=[CH:31][CH:30]=1. (4) Given the reactants [CH3:1][S:2][C:3]1[CH:12]=[CH:11][C:6]([C:7](OC)=[O:8])=[CH:5][C:4]=1[C:13]([F:16])([F:15])[F:14].[H-].[Al+3].[Li+].[H-].[H-].[H-].O.O.O.O.O.O.O.O.O.O.S([O-])([O-])(=O)=O.[Na+].[Na+], predict the reaction product. The product is: [CH3:1][S:2][C:3]1[CH:12]=[CH:11][C:6]([CH2:7][OH:8])=[CH:5][C:4]=1[C:13]([F:14])([F:15])[F:16]. (5) Given the reactants [N+]([C:4]1[CH:11]=[CH:10][CH:9]=[C:8]([N+:12]([O-:14])=[O:13])[C:5]=1[C:6]#[N:7])([O-])=O.[CH:15]([OH:19])([CH2:17][CH3:18])[CH3:16], predict the reaction product. The product is: [CH:15]([O:19][C:4]1[CH:11]=[CH:10][CH:9]=[C:8]([N+:12]([O-:14])=[O:13])[C:5]=1[C:6]#[N:7])([CH2:17][CH3:18])[CH3:16]. (6) Given the reactants Br[CH2:2][C:3]1[N:8]([C:9]2[CH:14]=[CH:13][CH:12]=[C:11]([C:15]([F:18])([F:17])[F:16])[CH:10]=2)[C:7](=[O:19])[NH:6][CH:5]([C:20]2[CH:25]=[CH:24][C:23]([C:26]#[N:27])=[CH:22][C:21]=2[S:28]([CH3:31])(=[O:30])=[O:29])[C:4]=1[C:32](OCC)=[O:33].[CH2:37]([NH2:39])[CH3:38], predict the reaction product. The product is: [CH2:37]([N:39]1[C:32](=[O:33])[C:4]2[CH:5]([C:20]3[CH:25]=[CH:24][C:23]([C:26]#[N:27])=[CH:22][C:21]=3[S:28]([CH3:31])(=[O:29])=[O:30])[NH:6][C:7](=[O:19])[N:8]([C:9]3[CH:14]=[CH:13][CH:12]=[C:11]([C:15]([F:17])([F:16])[F:18])[CH:10]=3)[C:3]=2[CH2:2]1)[CH3:38]. (7) The product is: [ClH:26].[CH2:20]([N:13]1[C:14]2[C:19](=[CH:18][CH:17]=[CH:16][CH:15]=2)[C:11]([CH2:10][C@@H:9]([C:22]([O:24][CH3:25])=[O:23])[NH2:8])=[CH:12]1)[CH3:21]. Given the reactants C(OC([NH:8][C@H:9]([C:22]([O:24][CH3:25])=[O:23])[CH2:10][C:11]1[C:19]2[C:14](=[CH:15][CH:16]=[CH:17][CH:18]=2)[N:13]([CH2:20][CH3:21])[CH:12]=1)=O)(C)(C)C.[ClH:26].O1CCOCC1, predict the reaction product.